From a dataset of Reaction yield outcomes from USPTO patents with 853,638 reactions. Predict the reaction yield, written as a fraction of the theoretical maximum amount of product (1.0 means a 100% yield; for example, 0.34 means a 34% yield). (1) The reactants are [Cl:1][C:2]1[CH:7]=[C:6]([CH3:8])[CH:5]=[C:4](Cl)[N:3]=1.[OH-].[NH4+:11]. The catalyst is C(Cl)Cl. The product is [Cl:1][C:2]1[N:3]=[C:4]([NH2:11])[CH:5]=[C:6]([CH3:8])[CH:7]=1. The yield is 0.510. (2) The yield is 0.370. The product is [F:13][CH:12]([F:14])[O:11][C:7]1[CH:8]=[CH:9][C:10]2[N:5]([N:4]=[C:3]([C:15]3[CH:20]=[CH:19][CH:18]=[C:17]([F:21])[CH:16]=3)[C:2]=2[C:35]2[CH:36]=[CH:37][C:32]([S:29]([CH3:28])(=[O:31])=[O:30])=[CH:33][CH:34]=2)[N:6]=1. The reactants are Br[C:2]1[C:3]([C:15]2[CH:20]=[CH:19][CH:18]=[C:17]([F:21])[CH:16]=2)=[N:4][N:5]2[C:10]=1[CH:9]=[CH:8][C:7]([O:11][CH:12]([F:14])[F:13])=[N:6]2.C(=O)([O-])[O-].[Na+].[Na+].[CH3:28][S:29]([C:32]1[CH:37]=[CH:36][C:35](B(O)O)=[CH:34][CH:33]=1)(=[O:31])=[O:30]. The catalyst is CN(C=O)C.C(OCC)(=O)C. (3) The reactants are C[C:2]1[CH:10]=[CH:9][C:5]([C:6]([OH:8])=[O:7])=[C:4]([CH3:11])[C:3]=1[NH2:12].OS(O)(=O)=O.[CH3:18]O. No catalyst specified. The product is [NH2:12][C:3]1[C:4]([CH3:11])=[C:5]([CH:9]=[CH:10][CH:2]=1)[C:6]([O:8][CH3:18])=[O:7]. The yield is 0.910. (4) The reactants are [CH3:1][C:2]([C:4]1[CH:9]=[C:8]([O:10][CH3:11])[C:7]([OH:12])=[C:6]([O:13][CH3:14])[CH:5]=1)=[O:3].C([O-])([O-])=O.[K+].[K+].C(N(CC)CC)C.[C:28](Cl)(=[O:30])[CH3:29]. The catalyst is ClCCl.O. The product is [C:28]([O:12][C:7]1[C:6]([O:13][CH3:14])=[CH:5][C:4]([C:2](=[O:3])[CH3:1])=[CH:9][C:8]=1[O:10][CH3:11])(=[O:30])[CH3:29]. The yield is 0.990. (5) The reactants are [CH3:1][C:2]1[C:7]([O:8][C:9]2[C:10]([NH:22][C:23]3[S:27][N:26]=[C:25]([C@:28]4([CH3:35])[CH2:32][O:31]C(C)(C)[O:29]4)[N:24]=3)=[N:11][CH:12]=[C:13]([S:15][C:16]3[CH:21]=[CH:20][CH:19]=[CH:18][N:17]=3)[CH:14]=2)=[CH:6][CH:5]=[CH:4][N:3]=1.[ClH:36]. The catalyst is CCO. The product is [ClH:36].[CH3:1][C:2]1[C:7]([O:8][C:9]2[C:10]([NH:22][C:23]3[S:27][N:26]=[C:25]([C@:28]([OH:29])([CH3:35])[CH2:32][OH:31])[N:24]=3)=[N:11][CH:12]=[C:13]([S:15][C:16]3[CH:21]=[CH:20][CH:19]=[CH:18][N:17]=3)[CH:14]=2)=[CH:6][CH:5]=[CH:4][N:3]=1. The yield is 0.660. (6) The reactants are [CH3:1][O:2][C:3]1[N:4]=[C:5]2[C:10](=[CH:11][CH:12]=1)[N:9]=[CH:8][CH:7]=[C:6]2[NH:13][C:14]([N:16]1[CH2:21][CH2:20][NH:19][CH2:18][CH2:17]1)=[O:15].[CH:22]([C:24]1[CH:33]=[N:32][C:31]2[C:26](=[CH:27][CH:28]=[CH:29][CH:30]=2)[N:25]=1)=[CH2:23].C(O)(=O)C.[OH-].[Na+]. The catalyst is C(OCC)(=O)C.C(O)C. The product is [CH3:1][O:2][C:3]1[N:4]=[C:5]2[C:10](=[CH:11][CH:12]=1)[N:9]=[CH:8][CH:7]=[C:6]2[NH:13][C:14]([N:16]1[CH2:21][CH2:20][N:19]([CH2:23][CH2:22][C:24]2[CH:33]=[N:32][C:31]3[C:26](=[CH:27][CH:28]=[CH:29][CH:30]=3)[N:25]=2)[CH2:18][CH2:17]1)=[O:15]. The yield is 0.350. (7) The reactants are [CH3:1][O:2][C:3]1[C:8]2[N:9]=[C:10]([NH2:12])[S:11][C:7]=2[C:6]([C:13]2[S:14][CH:15]=[CH:16][CH:17]=2)=[CH:5][CH:4]=1.C([N:20]([CH2:23][CH3:24])[CH2:21][CH3:22])C.[C:25](Cl)(=[O:32])[C:26]1C=CN=C[CH:27]=1.C([O-])(O)=O.[Na+]. The catalyst is CN(C1C=CN=CC=1)C.O1CCOCC1.O. The product is [CH3:1][O:2][C:3]1[C:8]2[N:9]=[C:10]([NH:12][C:25](=[O:32])[C:26]3[CH:22]=[CH:21][N:20]=[C:23]([CH3:24])[CH:27]=3)[S:11][C:7]=2[C:6]([C:13]2[S:14][CH:15]=[CH:16][CH:17]=2)=[CH:5][CH:4]=1. The yield is 0.580. (8) The reactants are [F:1][C:2]1[CH:23]=[CH:22][C:5]([C:6]([N:8]([C:15]2[CH:20]=[CH:19][CH:18]=[CH:17][C:16]=2[OH:21])C2C=CC=CC=2)=O)=[CH:4][C:3]=1[N+:24]([O-:26])=[O:25].O.C1(C)C=CC(S(O)(=O)=O)=CC=1. The catalyst is C1(C)C=CC=CC=1. The product is [F:1][C:2]1[CH:23]=[CH:22][C:5]([C:6]2[O:21][C:16]3[CH:17]=[CH:18][CH:19]=[CH:20][C:15]=3[N:8]=2)=[CH:4][C:3]=1[N+:24]([O-:26])=[O:25]. The yield is 0.700.